This data is from Reaction yield outcomes from USPTO patents with 853,638 reactions. The task is: Predict the reaction yield, written as a fraction of the theoretical maximum amount of product (1.0 means a 100% yield; for example, 0.34 means a 34% yield). The reactants are [Cl:1][C:2]1[CH:11]=[C:10]([Cl:12])[C:9]([OH:13])=[C:8]2[C:3]=1[CH:4]=[CH:5][C:6]([NH:14][CH3:15])=[N:7]2.C(=O)([O-])[O-].[K+].[K+].Br[CH:23]([CH3:25])[CH3:24].[Cl-].[NH4+]. The catalyst is CS(C)=O. The product is [Cl:1][C:2]1[CH:11]=[C:10]([Cl:12])[C:9]([O:13][CH:23]([CH3:25])[CH3:24])=[C:8]2[C:3]=1[CH:4]=[CH:5][C:6]([NH:14][CH3:15])=[N:7]2. The yield is 0.780.